From a dataset of Full USPTO retrosynthesis dataset with 1.9M reactions from patents (1976-2016). Predict the reactants needed to synthesize the given product. Given the product [CH3:1][N:2]([CH3:9])[CH2:3]/[CH:4]=[CH:5]/[C:6]([N:39]1[CH2:38][CH2:37][O:36][C:35]2[CH:47]=[CH:48][C:32]([NH:31][C:29]([C:26]3[CH:25]=[CH:24][C:23]4[CH:22]=[C:21]5[C:16](=[O:15])[NH:17][CH2:18][CH2:19][N:20]5[C:28]=4[CH:27]=3)=[O:30])=[CH:33][C:34]1=2)=[O:7], predict the reactants needed to synthesize it. The reactants are: [CH3:1][N:2]([CH3:9])[CH2:3]/[CH:4]=[CH:5]/[C:6](Cl)=[O:7].C(Cl)(=O)C=C.[O:15]=[C:16]1[C:21]2=[CH:22][C:23]3[CH:24]=[CH:25][C:26]([C:29]([NH:31][C:32]4[CH:48]=[CH:47][C:35]5[O:36][CH2:37][CH2:38][N:39](C(OC(C)(C)C)=O)[C:34]=5[CH:33]=4)=[O:30])=[CH:27][C:28]=3[N:20]2[CH2:19][CH2:18][NH:17]1.CCN(C(C)C)C(C)C.